This data is from Full USPTO retrosynthesis dataset with 1.9M reactions from patents (1976-2016). The task is: Predict the reactants needed to synthesize the given product. (1) Given the product [CH3:1][O:2][C:3]([C:5]1[S:6][C:7]([C:22]2([OH:23])[CH2:21][CH2:20][O:19][CH:18]2[CH3:17])=[CH:8][C:9]=1[NH:10][C:11](=[O:16])[C:12]([F:13])([F:14])[F:15])=[O:4], predict the reactants needed to synthesize it. The reactants are: [CH3:1][O:2][C:3]([C:5]1[S:6][CH:7]=[CH:8][C:9]=1[NH:10][C:11](=[O:16])[C:12]([F:15])([F:14])[F:13])=[O:4].[CH3:17][CH:18]1[C:22](=[O:23])[CH2:21][CH2:20][O:19]1. (2) Given the product [C:29]([C:2]1[C:7]([C:8]([O:10][CH3:11])=[O:9])=[C:6]([NH:12][C:13]2[CH:14]=[C:15]([CH3:19])[CH:16]=[CH:17][CH:18]=2)[N:5]=[C:4]([N:20]2[CH2:25][CH2:24][N:23]([CH2:26][CH3:27])[CH2:22][CH2:21]2)[N:3]=1)#[N:30], predict the reactants needed to synthesize it. The reactants are: Cl[C:2]1[C:7]([C:8]([O:10][CH3:11])=[O:9])=[C:6]([NH:12][C:13]2[CH:14]=[C:15]([CH3:19])[CH:16]=[CH:17][CH:18]=2)[N:5]=[C:4]([N:20]2[CH2:25][CH2:24][N:23]([CH2:26][CH3:27])[CH2:22][CH2:21]2)[N:3]=1.O.[CH3:29][N:30](C=O)C. (3) The reactants are: [S:1]([N:11]1[C:19]2[C:14](=[CH:15][CH:16]=[CH:17][CH:18]=2)[C:13]([CH2:20][N:21]2[CH2:26][CH2:25][CH2:24][C:23]3([CH2:31][CH2:30][NH:29][CH2:28][CH2:27]3)[C:22]2=[O:32])=[CH:12]1)([C:4]1[CH:10]=[CH:9][C:7]([CH3:8])=[CH:6][CH:5]=1)(=[O:3])=[O:2].[CH3:33][C:34]1[O:38][C:37](=[O:39])[NH:36][N:35]=1. Given the product [C:34]([NH:35][NH:36][C:37]([N:29]1[CH2:30][CH2:31][C:23]2([C:22](=[O:32])[N:21]([CH2:20][C:13]3[C:14]4[C:19](=[CH:18][CH:17]=[CH:16][CH:15]=4)[N:11]([S:1]([C:4]4[CH:10]=[CH:9][C:7]([CH3:8])=[CH:6][CH:5]=4)(=[O:2])=[O:3])[CH:12]=3)[CH2:26][CH2:25][CH2:24]2)[CH2:27][CH2:28]1)=[O:39])(=[O:38])[CH3:33], predict the reactants needed to synthesize it. (4) Given the product [Cl:24][C:20]1[C:19]2[C:23](=[C:15]([NH:14][S:2]([C:5]3[CH:13]=[CH:12][C:8]([C:9]([OH:11])=[O:10])=[CH:7][CH:6]=3)(=[O:4])=[O:3])[CH:16]=[CH:17][CH:18]=2)[NH:22][CH:21]=1, predict the reactants needed to synthesize it. The reactants are: Cl[S:2]([C:5]1[CH:13]=[CH:12][C:8]([C:9]([OH:11])=[O:10])=[CH:7][CH:6]=1)(=[O:4])=[O:3].[NH2:14][C:15]1[CH:16]=[CH:17][CH:18]=[C:19]2[C:23]=1[NH:22][CH:21]=[C:20]2[Cl:24]. (5) Given the product [Cl:1][C:2]1[C:3](/[CH:9]=[CH:10]/[C:11]2[CH:16]=[CH:15][N:14]=[CH:13][CH:12]=2)=[CH:4][C:5]([I:22])=[CH:6][N:7]=1, predict the reactants needed to synthesize it. The reactants are: [Cl:1][C:2]1[N:7]=[CH:6][C:5](N)=[CH:4][C:3]=1/[CH:9]=[CH:10]/[C:11]1[CH:16]=[CH:15][N:14]=[CH:13][CH:12]=1.N([O-])=O.[Na+].[Na+].[I-:22].[OH-].[Na+]. (6) Given the product [CH2:28]([O:30][C:31]([C:33]1[C:34]2[S:42][CH:41]=[C:40]([CH2:43][O:25][C:21]3[CH:22]=[CH:23][CH:24]=[C:19]([C:16]4[N:17]=[N:18][N:14]([CH2:13][C:12]5[CH:11]=[CH:10][C:9]([O:8][CH3:7])=[CH:27][CH:26]=5)[N:15]=4)[CH:20]=3)[C:35]=2[C:36]([Cl:39])=[N:37][CH:38]=1)=[O:32])[CH3:29], predict the reactants needed to synthesize it. The reactants are: C(=O)([O-])[O-].[Cs+].[Cs+].[CH3:7][O:8][C:9]1[CH:27]=[CH:26][C:12]([CH2:13][N:14]2[N:18]=[N:17][C:16]([C:19]3[CH:20]=[C:21]([OH:25])[CH:22]=[CH:23][CH:24]=3)=[N:15]2)=[CH:11][CH:10]=1.[CH2:28]([O:30][C:31]([C:33]1[C:34]2[S:42][CH:41]=[C:40]([CH2:43]Br)[C:35]=2[C:36]([Cl:39])=[N:37][CH:38]=1)=[O:32])[CH3:29]. (7) Given the product [CH2:1]([O:8][C:9]1[CH:10]=[C:11]([CH:27]=[CH:28][CH:29]=1)[CH2:12][O:13][C:14]1[C:19]2[CH:20]=[C:21]([C:23](=[O:25])[CH3:24])[O:22][C:18]=2[C:17]([Cl:30])=[C:16]([OH:26])[CH:15]=1)[C:2]1[CH:3]=[CH:4][CH:5]=[CH:6][CH:7]=1, predict the reactants needed to synthesize it. The reactants are: [CH2:1]([O:8][C:9]1[CH:10]=[C:11]([CH:27]=[CH:28][CH:29]=1)[CH2:12][O:13][C:14]1[C:19]2[CH:20]=[C:21]([C:23](=[O:25])[CH3:24])[O:22][C:18]=2[CH:17]=[C:16]([OH:26])[CH:15]=1)[C:2]1[CH:7]=[CH:6][CH:5]=[CH:4][CH:3]=1.[Cl:30]N1C(=O)CCC1=O. (8) Given the product [Cl:1][C:2]1[CH:3]=[CH:4][C:5]([C:21]#[N:22])=[C:6]([C:8]2[C:13]([O:14][CH3:15])=[CH:12][N:11]([CH2:16][C:17]([NH:23][C:24]3[CH:25]=[CH:26][C:27]4[N:28]([CH:30]=[C:31]([C:33]([O:35][CH2:36][CH3:37])=[O:34])[N:32]=4)[CH:29]=3)=[O:19])[C:10](=[O:20])[CH:9]=2)[CH:7]=1, predict the reactants needed to synthesize it. The reactants are: [Cl:1][C:2]1[CH:3]=[CH:4][C:5]([C:21]#[N:22])=[C:6]([C:8]2[C:13]([O:14][CH3:15])=[CH:12][N:11]([CH2:16][C:17]([OH:19])=O)[C:10](=[O:20])[CH:9]=2)[CH:7]=1.[NH2:23][C:24]1[CH:25]=[CH:26][C:27]2[N:28]([CH:30]=[C:31]([C:33]([O:35][CH2:36][CH3:37])=[O:34])[N:32]=2)[CH:29]=1. (9) Given the product [CH2:1]([O:3][C:4]([C:5]1[C:10](=[O:11])[C:12]2[C:17]([N:7]([CH2:9][C:48]3[CH:47]=[CH:46][CH:45]=[CH:44][C:43]=3[C:38]3[CH:37]=[CH:42][CH:41]=[CH:40][CH:39]=3)[CH:6]=1)=[N:16][CH:15]=[CH:14][N:13]=2)=[O:19])[CH3:2], predict the reactants needed to synthesize it. The reactants are: [CH2:1]([O:3][C:4](=[O:19])[C:5]([C:10]([C:12]1[C:17](Cl)=[N:16][CH:15]=[CH:14][N:13]=1)=[O:11])=[CH:6][N:7]([CH3:9])C)[CH3:2].C(OC(C1C(=O)C2C(=CC=CN=2)N(C[C:37]2[CH:42]=[CH:41][CH:40]=[CH:39][C:38]=2[C:43]2[CH:48]=[CH:47][CH:46]=[CH:45][CH:44]=2)C=1)=O)C.